From a dataset of Forward reaction prediction with 1.9M reactions from USPTO patents (1976-2016). Predict the product of the given reaction. (1) Given the reactants C(O[BH-](OC(=O)C)OC(=O)C)(=O)C.[Na+].[NH2:15][C:16]1[CH:25]=[C:24]2[C:19]([C:20]([CH3:30])([CH3:29])[CH2:21][N:22]([CH2:27][CH3:28])[C:23]2=[O:26])=[CH:18][CH:17]=1.[Cl:31][C:32]1[CH:39]=[CH:38][C:35]([CH:36]=O)=[CH:34][CH:33]=1.C(O)(=O)C, predict the reaction product. The product is: [Cl:31][C:32]1[CH:39]=[CH:38][C:35]([CH2:36][NH:15][C:16]2[CH:25]=[C:24]3[C:19]([C:20]([CH3:29])([CH3:30])[CH2:21][N:22]([CH2:27][CH3:28])[C:23]3=[O:26])=[CH:18][CH:17]=2)=[CH:34][CH:33]=1. (2) The product is: [I:1][C:2]1[N:6]2[CH:7]=[C:8]([C:11]3[CH:12]=[CH:13][C:14]([C:15]([OH:17])=[O:16])=[CH:20][CH:21]=3)[N:9]=[CH:10][C:5]2=[N:4][CH:3]=1. Given the reactants [I:1][C:2]1[N:6]2[CH:7]=[C:8]([C:11]3[CH:21]=[CH:20][C:14]([C:15]([O:17]CC)=[O:16])=[CH:13][CH:12]=3)[N:9]=[CH:10][C:5]2=[N:4][CH:3]=1.[Li+].[OH-].O, predict the reaction product. (3) Given the reactants [C:1]([O:5][C:6]([NH:8][C:9]1[CH:14]=[CH:13][C:12]([S:15][C:16]2[CH:24]=[CH:23][C:19]([C:20](O)=[O:21])=[CH:18][C:17]=2[NH:25][C:26]2[C:27]3[CH:35]=[CH:34][C:33]([CH:36]([CH3:38])[CH3:37])=[N:32][C:28]=3[N:29]=[CH:30][N:31]=2)=[CH:11][CH:10]=1)=[O:7])([CH3:4])([CH3:3])[CH3:2].[NH2:39][C:40]1[CH:45]=[CH:44][C:43]([NH:46][C:47]([C@@H:49]2[CH2:53][CH2:52][CH2:51][N:50]2[C:54]([O:56][CH2:57][C:58]2[CH:63]=[CH:62][CH:61]=[CH:60][CH:59]=2)=[O:55])=[O:48])=[CH:42][CH:41]=1, predict the reaction product. The product is: [C:1]([O:5][C:6]([NH:8][C:9]1[CH:14]=[CH:13][C:12]([S:15][C:16]2[CH:24]=[CH:23][C:19]([C:20]([NH:39][C:40]3[CH:45]=[CH:44][C:43]([NH:46][C:47]([C@@H:49]4[CH2:53][CH2:52][CH2:51][N:50]4[C:54]([O:56][CH2:57][C:58]4[CH:59]=[CH:60][CH:61]=[CH:62][CH:63]=4)=[O:55])=[O:48])=[CH:42][CH:41]=3)=[O:21])=[CH:18][C:17]=2[NH:25][C:26]2[C:27]3[CH:35]=[CH:34][C:33]([CH:36]([CH3:37])[CH3:38])=[N:32][C:28]=3[N:29]=[CH:30][N:31]=2)=[CH:11][CH:10]=1)=[O:7])([CH3:3])([CH3:2])[CH3:4]. (4) Given the reactants [CH3:1][CH:2]([C:4]1[N:8]([CH2:9][CH2:10][C@@H:11]([OH:19])[CH2:12][C@@H:13]([OH:18])[CH2:14][C:15]([OH:17])=[O:16])[C:7]([C:20]2[CH:21]=[CH:22][C:23]([F:26])=[CH:24][CH:25]=2)=[C:6]([C:27]2[CH:28]=[CH:29][CH:30]=[CH:31][CH:32]=2)[C:5]=1[C:33]([NH:35][C:36]1[CH:37]=[CH:38][CH:39]=[CH:40][CH:41]=1)=[O:34])[CH3:3], predict the reaction product. The product is: [CH3:3][CH:2]([C:4]1[N:8]([CH2:9][CH2:10][C@@H:11]([OH:19])[CH2:12][C@@H:13]([OH:18])[CH2:14][C:15]([OH:17])=[O:16])[C:7]([C:20]2[CH:25]=[CH:24][C:23]([F:26])=[CH:22][CH:21]=2)=[C:6]([C:27]2[CH:32]=[CH:31][CH:30]=[CH:29][CH:28]=2)[C:5]=1[C:33]([NH:35][C:36]1[CH:41]=[CH:40][CH:39]=[CH:38][CH:37]=1)=[O:34])[CH3:1].[CH2:9]([NH:8][CH2:7][C:20]1[CH:25]=[CH:24][CH:23]=[CH:22][CH:21]=1)[C:10]1[CH:11]=[CH:12][CH:13]=[CH:14][CH:15]=1. (5) Given the reactants S1C=CC(CC=[O:8])=C1.[Cl:9][C:10]1[CH:15]=[CH:14][CH:13]=[CH:12][C:11]=1[CH:16](O)[CH3:17], predict the reaction product. The product is: [Cl:9][C:10]1[CH:15]=[CH:14][CH:13]=[CH:12][C:11]=1[CH2:16][CH:17]=[O:8]. (6) The product is: [N:30]1([NH:29][C:11]([C:9]2[CH:8]=[CH:7][C:6]3[N:2]([CH3:1])[C:3]([NH:14][C:15]4[S:16][C:17]5[CH:23]=[C:22]([O:24][C:25]([F:28])([F:26])[F:27])[CH:21]=[CH:20][C:18]=5[N:19]=4)=[N:4][C:5]=3[CH:10]=2)=[O:12])[CH2:35][CH2:34][O:33][CH2:32][CH2:31]1. Given the reactants [CH3:1][N:2]1[C:6]2[CH:7]=[CH:8][C:9]([C:11](O)=[O:12])=[CH:10][C:5]=2[N:4]=[C:3]1[NH:14][C:15]1[S:16][C:17]2[CH:23]=[C:22]([O:24][C:25]([F:28])([F:27])[F:26])[CH:21]=[CH:20][C:18]=2[N:19]=1.[NH2:29][N:30]1[CH2:35][CH2:34][O:33][CH2:32][CH2:31]1.CN(C(ON1N=NC2C=CC=CC1=2)=[N+](C)C)C.F[P-](F)(F)(F)(F)F.CCN(C(C)C)C(C)C, predict the reaction product.